Dataset: Forward reaction prediction with 1.9M reactions from USPTO patents (1976-2016). Task: Predict the product of the given reaction. (1) Given the reactants [N+:1]([C:4]1[CH:9]=[CH:8][C:7]([N:10]2[CH2:15][CH2:14][N:13]([C:16]([O:18][C:19]([CH3:22])([CH3:21])[CH3:20])=[O:17])[CH2:12][CH2:11]2)=[CH:6][CH:5]=1)([O-])=O.[H][H], predict the reaction product. The product is: [NH2:1][C:4]1[CH:9]=[CH:8][C:7]([N:10]2[CH2:15][CH2:14][N:13]([C:16]([O:18][C:19]([CH3:22])([CH3:21])[CH3:20])=[O:17])[CH2:12][CH2:11]2)=[CH:6][CH:5]=1. (2) Given the reactants [N+:1]([C:4]1[CH:5]=[C:6](B(O)O)[CH:7]=[CH:8][CH:9]=1)([O-:3])=[O:2].C([O-])([O-])=O.[Cs+].[Cs+].[Cl:19][C:20]1[N:27]=[C:26](Cl)[CH:25]=[CH:24][C:21]=1[C:22]#[N:23].C(Cl)Cl, predict the reaction product. The product is: [Cl:19][C:20]1[N:27]=[C:26]([C:6]2[CH:7]=[CH:8][CH:9]=[C:4]([N+:1]([O-:3])=[O:2])[CH:5]=2)[CH:25]=[CH:24][C:21]=1[C:22]#[N:23]. (3) Given the reactants [Cl:1][C:2]1[CH:7]=[CH:6][C:5]([O:8][CH:9]([C:13]2[CH:18]=[CH:17][C:16]([Cl:19])=[CH:15][CH:14]=2)[C:10](O)=[O:11])=[CH:4][CH:3]=1.B, predict the reaction product. The product is: [Cl:1][C:2]1[CH:7]=[CH:6][C:5]([O:8][CH:9]([C:13]2[CH:14]=[CH:15][C:16]([Cl:19])=[CH:17][CH:18]=2)[CH2:10][OH:11])=[CH:4][CH:3]=1. (4) Given the reactants Cl.Br[CH2:3][C:4]1([CH3:22])[CH2:13][C:12]2[C:7](=[C:8]3[CH2:19][C:18]([CH3:21])([CH3:20])[O:17][C:9]3=[C:10]([O:14][CH2:15][CH3:16])[CH:11]=2)[CH:6]=[N:5]1.CN.C(=O)([O-])O.[Na+].[CH3:30][N:31](C)[C:32](=O)C, predict the reaction product. The product is: [CH2:15]([O:14][C:10]1[CH:11]=[C:12]2[C:7](=[C:8]3[CH2:19][C:18]([CH3:21])([CH3:20])[O:17][C:9]=13)[CH:6]=[N:5][C:4]([CH3:22])([CH2:3][N:31]([CH3:32])[CH3:30])[CH2:13]2)[CH3:16]. (5) The product is: [F:32][C:27]1[CH:28]=[CH:29][CH:30]=[CH:31][C:26]=1[CH2:25][NH:24][CH2:23][CH2:22][O:21][C@@H:20]1[CH2:19][NH:18][CH2:17][C@@H:16]1[CH2:15][C:13]1[N:14]=[C:9]([NH2:8])[CH:10]=[C:11]([CH3:40])[CH:12]=1. Given the reactants C(OC([N:8](C(OC(C)(C)C)=O)[C:9]1[N:14]=[C:13]([CH2:15][C@@H:16]2[C@H:20]([O:21][CH2:22][CH2:23][NH:24][CH2:25][C:26]3[CH:31]=[CH:30][CH:29]=[CH:28][C:27]=3[F:32])[CH2:19][N:18](C(OC(C)(C)C)=O)[CH2:17]2)[CH:12]=[C:11]([CH3:40])[CH:10]=1)=O)(C)(C)C.Cl, predict the reaction product. (6) Given the reactants [N:1]([C:4]1[CH:12]=[CH:11][C:7]2[NH:8][CH:9]=[N:10][C:6]=2[CH:5]=1)=[C:2]=[S:3].[OH:13][C:14]1[CH:19]=[CH:18][C:17]([CH2:20][NH2:21])=[CH:16][C:15]=1[O:22][CH3:23], predict the reaction product. The product is: [OH:13][C:14]1[CH:19]=[CH:18][C:17]([CH2:20][NH:21][C:2]([NH:1][C:4]2[CH:12]=[CH:11][C:7]3[NH:8][CH:9]=[N:10][C:6]=3[CH:5]=2)=[S:3])=[CH:16][C:15]=1[O:22][CH3:23]. (7) Given the reactants [Cl:1][C:2]1[CH:3]=[C:4]([C@H:9]2[C@H:15]([C@@H:16]([OH:19])[CH2:17][OH:18])[O:14][CH2:13][CH2:12][N:11](C(OC(C)(C)C)=O)[CH2:10]2)[CH:5]=[CH:6][C:7]=1[Cl:8].Cl.C(O)C, predict the reaction product. The product is: [ClH:1].[Cl:1][C:2]1[CH:3]=[C:4]([C@H:9]2[C@H:15]([C@@H:16]([OH:19])[CH2:17][OH:18])[O:14][CH2:13][CH2:12][NH:11][CH2:10]2)[CH:5]=[CH:6][C:7]=1[Cl:8]. (8) Given the reactants [BH4-].[Na+].CC(O)C.[CH:7]([C:9]1[C:17]2[C:12](=[C:13]([N+:18]([O-])=O)[CH:14]=[CH:15][CH:16]=2)[NH:11][CH:10]=1)=O.[CH3:21][S:22]([C:25]1[CH:30]=[CH:29][C:28]([S:31](Cl)(=[O:33])=[O:32])=[CH:27][CH:26]=1)(=[O:24])=[O:23], predict the reaction product. The product is: [CH3:7][C:9]1[C:17]2[C:12](=[C:13]([NH:18][S:31]([C:28]3[CH:27]=[CH:26][C:25]([S:22]([CH3:21])(=[O:24])=[O:23])=[CH:30][CH:29]=3)(=[O:33])=[O:32])[CH:14]=[CH:15][CH:16]=2)[NH:11][CH:10]=1. (9) Given the reactants [CH3:1][O:2][C@H:3]1[CH2:8][CH2:7][NH:6][CH2:5][C@@H:4]1[CH3:9].C(O[C@@H]1CCNC[C@H]1C)(=O)C(C)(C)C, predict the reaction product. The product is: [CH3:1][O:2][C@@H:3]1[CH2:8][CH2:7][NH:6][CH2:5][C@H:4]1[CH3:9].